This data is from Catalyst prediction with 721,799 reactions and 888 catalyst types from USPTO. The task is: Predict which catalyst facilitates the given reaction. Reactant: [NH2:1][C:2]1[C:11]2[N:12]=[C:13]([CH2:24][O:25][CH2:26][CH3:27])[N:14]([CH2:15][C:16]([NH:19][S:20]([CH3:23])(=[O:22])=[O:21])([CH3:18])[CH3:17])[C:10]=2[C:9]2[CH:8]=[CH:7][C:6]([O:28][CH2:29][CH2:30][CH2:31][CH2:32][CH2:33][CH2:34][NH2:35])=[CH:5][C:4]=2[N:3]=1.C(N(CC)CC)C.[CH3:43][S:44](O[S:44]([CH3:43])(=[O:46])=[O:45])(=[O:46])=[O:45]. Product: [NH2:1][C:2]1[C:11]2[N:12]=[C:13]([CH2:24][O:25][CH2:26][CH3:27])[N:14]([CH2:15][C:16]([NH:19][S:20]([CH3:23])(=[O:22])=[O:21])([CH3:17])[CH3:18])[C:10]=2[C:9]2[CH:8]=[CH:7][C:6]([O:28][CH2:29][CH2:30][CH2:31][CH2:32][CH2:33][CH2:34][NH:35][S:44]([CH3:43])(=[O:46])=[O:45])=[CH:5][C:4]=2[N:3]=1. The catalyst class is: 4.